Dataset: Forward reaction prediction with 1.9M reactions from USPTO patents (1976-2016). Task: Predict the product of the given reaction. (1) Given the reactants Cl.[NH2:2][C@H:3]1[CH2:7][CH2:6][N:5]([C:8]2[CH:9]=[C:10]3[C:14](=[CH:15][CH:16]=2)[CH:13]([N:17]([CH3:24])[C:18](=[O:23])[C:19]([F:22])([F:21])[F:20])[CH2:12][CH2:11]3)[C:4]1=[O:25].[Cl:26][C:27]1[S:31][C:30]([CH2:32][CH2:33][S:34](Cl)(=[O:36])=[O:35])=[CH:29][CH:28]=1, predict the reaction product. The product is: [Cl:26][C:27]1[S:31][C:30]([CH2:32][CH2:33][S:34]([NH:2][C@H:3]2[CH2:7][CH2:6][N:5]([C:8]3[CH:9]=[C:10]4[C:14](=[CH:15][CH:16]=3)[CH:13]([N:17]([CH3:24])[C:18](=[O:23])[C:19]([F:21])([F:22])[F:20])[CH2:12][CH2:11]4)[C:4]2=[O:25])(=[O:36])=[O:35])=[CH:29][CH:28]=1. (2) Given the reactants NC1C=CC([C:6]([NH:8][CH2:9][CH2:10]C)=[O:7])=CC=1.Cl.[CH2:15]1[C:23]2[C:18](=[CH:19][C:20]([CH2:24][OH:25])=[CH:21][CH:22]=2)[CH2:17][NH:16]1.Cl.C1[C:35]2[C:30](=[CH:31][C:32]([C:36](OC)=O)=[CH:33][CH:34]=2)CN1, predict the reaction product. The product is: [OH:25][CH2:24][C:20]1[CH:19]=[C:18]2[C:23](=[CH:22][CH:21]=1)[CH2:15][N:16]([C:6]([NH:8][CH2:9][CH2:10][CH2:36][C:32]1[CH:31]=[CH:30][CH:35]=[CH:34][CH:33]=1)=[O:7])[CH2:17]2. (3) Given the reactants [C:1]1([S:7](Cl)(=[O:9])=[O:8])[CH:6]=[CH:5][CH:4]=[CH:3][CH:2]=1.[NH:11]1[CH2:16][CH2:15][NH:14][CH2:13][CH2:12]1, predict the reaction product. The product is: [C:1]1([S:7]([N:11]2[CH2:16][CH2:15][NH:14][CH2:13][CH2:12]2)(=[O:9])=[O:8])[CH:6]=[CH:5][CH:4]=[CH:3][CH:2]=1. (4) The product is: [C:19]([C:18]1[CH:17]=[CH:16][C:15]([N:14]2[C:10]([C:8]3[C:7]([CH3:23])=[C:6]([C:24]4[CH:29]=[CH:28][CH:27]=[C:26]([C:30]([F:32])([F:33])[F:31])[CH:25]=4)[C:5]4[N:4]([N:3]=[C:2]([NH:1][C:39](=[O:40])[CH2:38][CH2:37][S:36][CH3:35])[N:34]=4)[CH:9]=3)=[CH:11][CH:12]=[N:13]2)=[CH:22][CH:21]=1)#[N:20]. Given the reactants [NH2:1][C:2]1[N:34]=[C:5]2[C:6]([C:24]3[CH:29]=[CH:28][CH:27]=[C:26]([C:30]([F:33])([F:32])[F:31])[CH:25]=3)=[C:7]([CH3:23])[C:8]([C:10]3[N:14]([C:15]4[CH:22]=[CH:21][C:18]([C:19]#[N:20])=[CH:17][CH:16]=4)[N:13]=[CH:12][CH:11]=3)=[CH:9][N:4]2[N:3]=1.[CH3:35][S:36][CH2:37][CH2:38][C:39](O)=[O:40], predict the reaction product.